Task: Predict the product of the given reaction.. Dataset: Forward reaction prediction with 1.9M reactions from USPTO patents (1976-2016) (1) Given the reactants [Cl:1][C:2]1[CH:12]=[CH:11][CH:10]=[C:4]2[C:5]([O:7][C:8](=[O:9])[C:3]=12)=O.[F:13][C:14]([F:27])([O:18][C:19]1[CH:25]=[CH:24][C:22]([NH2:23])=[C:21]([CH3:26])[CH:20]=1)[CH:15]([F:17])[F:16], predict the reaction product. The product is: [Cl:1][C:2]1[CH:12]=[CH:11][CH:10]=[C:4]2[C:5]([N:23]([C:22]3[CH:24]=[CH:25][C:19]([O:18][C:14]([F:13])([F:27])[CH:15]([F:16])[F:17])=[CH:20][C:21]=3[CH3:26])[C:8](=[O:9])[C:3]=12)=[O:7]. (2) Given the reactants [CH3:1][N:2]([CH2:10][CH2:11][CH:12]=[O:13])[C:3](=[O:9])[O:4][C:5]([CH3:8])([CH3:7])[CH3:6].[CH2:14]([Mg]Cl)[CH2:15][CH3:16], predict the reaction product. The product is: [OH:13][CH:12]([CH2:14][CH2:15][CH3:16])[CH2:11][CH2:10][N:2]([CH3:1])[C:3](=[O:9])[O:4][C:5]([CH3:8])([CH3:6])[CH3:7]. (3) The product is: [CH3:25][O:24][C:19]1[CH:20]=[C:21]2[C:16](=[CH:17][C:18]=1[O:26][CH3:27])[N:15]=[C:14]([O:1][C@H:2]1[CH2:7][CH2:6][C@H:5]([C:8]([OH:10])=[O:9])[CH2:4][CH2:3]1)[CH:23]=[N:22]2. Given the reactants [OH:1][C@H:2]1[CH2:7][CH2:6][C@H:5]([C:8]([OH:10])=[O:9])[CH2:4][CH2:3]1.[H-].[Na+].Cl[C:14]1[CH:23]=[N:22][C:21]2[C:16](=[CH:17][C:18]([O:26][CH3:27])=[C:19]([O:24][CH3:25])[CH:20]=2)[N:15]=1, predict the reaction product. (4) The product is: [CH3:11][S:12][C:13]1[CH:14]=[C:15]([CH2:19][C:20]#[N:21])[CH:16]=[CH:17][CH:18]=1.[CH3:11][S:12][C:13]1[CH:14]=[C:15]([C:19]2([C:20]#[N:21])[CH2:9][CH2:5][C:4](=[O:25])[CH2:3][CH2:8]2)[CH:16]=[CH:17][CH:18]=1. Given the reactants CS[C:3]1[CH:4]=[C:5]([CH2:9]O)C=C[CH:8]=1.[CH3:11][S:12][C:13]1[CH:14]=[C:15]([CH2:19][C:20]#[N:21])[CH:16]=[CH:17][CH:18]=1.C(OC)(=[O:25])C=C, predict the reaction product. (5) Given the reactants [O:1]1[CH:6]=[CH:5][CH2:4][CH2:3][CH2:2]1.O.C1(C)C=CC(S(O)(=O)=O)=CC=1.[Br:19][C:20]1[C:28]2[C:23](=[CH:24][CH:25]=[CH:26][CH:27]=2)[NH:22][N:21]=1, predict the reaction product. The product is: [Br:19][C:20]1[C:28]2[C:23](=[CH:24][CH:25]=[CH:26][CH:27]=2)[N:22]([CH:6]2[CH2:5][CH2:4][CH2:3][CH2:2][O:1]2)[N:21]=1. (6) Given the reactants [Cl:1][C:2]1[CH:3]=[C:4]([C:8]2[N:13]=[C:12]3[CH2:14][CH2:15][CH2:16][C:11]3=[C:10]([NH:17][C:18]3[CH:23]=[CH:22][C:21]([CH2:24][C:25]([NH2:27])=[O:26])=[CH:20][CH:19]=3)[CH:9]=2)[CH:5]=[CH:6][CH:7]=1.C1C=C(Cl)C=C(C(OO)=[O:36])C=1, predict the reaction product. The product is: [NH2:27][C:25](=[O:26])[CH2:24][C:21]1[CH:20]=[CH:19][C:18]([NH:17][C:10]2[CH:9]=[C:8]([C:4]3[CH:5]=[CH:6][CH:7]=[C:2]([Cl:1])[CH:3]=3)[N+:13]([O-:36])=[C:12]3[CH2:14][CH2:15][CH2:16][C:11]=23)=[CH:23][CH:22]=1. (7) The product is: [OH:12][C:8]1[CH:7]=[C:6]2[C:11]([CH2:2][C:3](=[O:4])[NH:5]2)=[CH:10][CH:9]=1. Given the reactants Cl[CH2:2][C:3]([NH:5][C:6]1[CH:11]=[CH:10][CH:9]=[C:8]([O:12]C)[CH:7]=1)=[O:4].[Al+3].[Cl-].[Cl-].[Cl-], predict the reaction product. (8) Given the reactants [CH2:1]([N:3]([CH2:36][CH3:37])[CH2:4][CH2:5][NH:6][C:7]([C:9]1[C:13]([CH3:14])=[C:12](/[CH:15]=[C:16]2\[C:17](=[O:34])[NH:18][C:19]3[C:24]\2=[CH:23][C:22](B2OC(C)(C)C(C)(C)O2)=[CH:21][CH:20]=3)[NH:11][C:10]=1[CH3:35])=[O:8])[CH3:2].Br[C:39]1[S:40][CH:41]=[C:42]([C:44]2[CH:49]=[CH:48][CH:47]=[CH:46][CH:45]=2)[N:43]=1.C(=O)([O-])[O-].[K+].[K+], predict the reaction product. The product is: [CH2:36]([N:3]([CH2:1][CH3:2])[CH2:4][CH2:5][NH:6][C:7]([C:9]1[C:13]([CH3:14])=[C:12](/[CH:15]=[C:16]2\[C:17](=[O:34])[NH:18][C:19]3[C:24]\2=[CH:23][C:22]([C:39]2[S:40][CH:41]=[C:42]([C:44]4[CH:49]=[CH:48][CH:47]=[CH:46][CH:45]=4)[N:43]=2)=[CH:21][CH:20]=3)[NH:11][C:10]=1[CH3:35])=[O:8])[CH3:37]. (9) Given the reactants [NH2:1][CH2:2][CH2:3][O:4][CH2:5][CH2:6][OH:7].Cl[C:9]1[C:18]2[C:13](=[CH:14][CH:15]=[CH:16][CH:17]=2)[N:12]=[CH:11][C:10]=1[N+:19]([O-:21])=[O:20].C(=O)([O-])[O-].[K+].[K+].C(N(CC)CC)C, predict the reaction product. The product is: [N+:19]([C:10]1[CH:11]=[N:12][C:13]2[C:18]([C:9]=1[NH:1][CH2:2][CH2:3][O:4][CH2:5][CH2:6][OH:7])=[CH:17][CH:16]=[CH:15][CH:14]=2)([O-:21])=[O:20]. (10) Given the reactants [O:1]=[C:2]([N:7]1[CH2:11][CH2:10][CH2:9][CH:8]1[C:12](=[O:17])[CH2:13][CH2:14][CH:15]=[CH2:16])[C:3]([O:5]C)=O.[CH3:18][CH:19]([CH3:24])[CH2:20][CH2:21][Mg]Cl, predict the reaction product. The product is: [CH3:18][C:19]([CH3:24])([CH2:20][CH3:21])[C:3](=[O:5])[C:2]([N:7]1[CH2:11][CH2:10][CH2:9][CH:8]1[C:12](=[O:17])[CH2:13][CH2:14][CH:15]=[CH2:16])=[O:1].